Task: Predict the reaction yield, written as a fraction of the theoretical maximum amount of product (1.0 means a 100% yield; for example, 0.34 means a 34% yield).. Dataset: Reaction yield outcomes from USPTO patents with 853,638 reactions (1) The reactants are C(OC([N:11]1[CH2:16][CH2:15][CH:14]([C:17](=[O:34])[NH:18][C:19]2[CH:24]=[C:23]([C:25]3[CH:30]=[CH:29][C:28]([F:31])=[CH:27][C:26]=3[O:32][CH3:33])[N:22]=[CH:21][N:20]=2)[CH2:13][CH2:12]1)=O)C1C=CC=CC=1. The catalyst is CO.[Pd]. The product is [F:31][C:28]1[CH:29]=[CH:30][C:25]([C:23]2[N:22]=[CH:21][N:20]=[C:19]([NH:18][C:17]([CH:14]3[CH2:15][CH2:16][NH:11][CH2:12][CH2:13]3)=[O:34])[CH:24]=2)=[C:26]([O:32][CH3:33])[CH:27]=1. The yield is 0.760. (2) The yield is 0.700. The product is [N+:11]([C:6]1[CH:5]=[C:4]2[C:9](=[CH:8][CH:7]=1)[NH:1][C:2](=[O:10])[CH2:3]2)([O-:13])=[O:12]. The reactants are [NH:1]1[C:9]2[C:4](=[CH:5][CH:6]=[CH:7][CH:8]=2)[CH2:3][C:2]1=[O:10].[N+:11]([O-])([OH:13])=[O:12]. The catalyst is S(=O)(=O)(O)O. (3) The reactants are [F:1][C:2]1[CH:7]=[CH:6][C:5]([C@H:8]([CH2:12][C:13]([N:15]2[CH2:20][CH2:19][O:18][CH2:17][CH2:16]2)=[O:14])[C:9]([OH:11])=O)=[CH:4][CH:3]=1.[NH2:21][C@@H:22]([CH:25]([CH3:27])[CH3:26])[CH2:23][OH:24].CN(C(ON1N=NC2C=CC=NC1=2)=[N+](C)C)C.F[P-](F)(F)(F)(F)F.C(N(C(C)C)CC)(C)C. The catalyst is C(Cl)Cl.CCCCCC.CCOC(C)=O. The product is [F:1][C:2]1[CH:3]=[CH:4][C:5]([C@H:8]([CH2:12][C:13]([N:15]2[CH2:20][CH2:19][O:18][CH2:17][CH2:16]2)=[O:14])[C:9]([NH:21][C@H:22]([CH2:23][OH:24])[CH:25]([CH3:27])[CH3:26])=[O:11])=[CH:6][CH:7]=1. The yield is 0.410. (4) The reactants are [Cl:1][C:2]1[CH:7]=[C:6](I)[CH:5]=[CH:4][N:3]=1.[Cl:9][C:10]1[CH:15]=[CH:14][CH:13]=[CH:12][C:11]=1[C:16]1[C:17]([C:21]([O:23][CH2:24][CH3:25])=[O:22])=[CH:18][NH:19][CH:20]=1.CN[C@@H]1CCCC[C@H]1NC.C(=O)([O-])[O-].[K+].[K+]. The catalyst is O1CCOCC1.[Cu]I. The product is [Cl:9][C:10]1[CH:15]=[CH:14][CH:13]=[CH:12][C:11]=1[C:16]1[C:17]([C:21]([O:23][CH2:24][CH3:25])=[O:22])=[CH:18][N:19]([C:6]2[CH:5]=[CH:4][N:3]=[C:2]([Cl:1])[CH:7]=2)[CH:20]=1. The yield is 0.380. (5) The reactants are [Br:1][C:2]1[CH:7]=[CH:6][C:5]([C:8](=[CH2:13])[C:9]([O:11][CH3:12])=[O:10])=[C:4]([N+:14]([O-:16])=[O:15])[CH:3]=1.C1C=C(Cl)C=C(C(OO)=[O:25])C=1. The catalyst is C(Cl)(Cl)Cl. The product is [Br:1][C:2]1[CH:7]=[CH:6][C:5]([C:8]2([C:9]([O:11][CH3:12])=[O:10])[CH2:13][O:25]2)=[C:4]([N+:14]([O-:16])=[O:15])[CH:3]=1. The yield is 0.746. (6) The reactants are Cl.[CH:2]([N:5]1[C:9]([C:10]2[N:19]=[C:18]3[N:12]([CH2:13][CH2:14][O:15][C:16]4[CH:23]=[C:22]([C@H:24]5[CH2:29][CH2:28][NH:27][CH2:26][C@H:25]5[OH:30])[CH:21]=[CH:20][C:17]=43)[CH:11]=2)=[N:8][CH:7]=[N:6]1)([CH3:4])[CH3:3].[CH3:31][N:32]([CH3:37])[C:33](=[O:36])[CH2:34]Cl. No catalyst specified. The product is [OH:30][C@H:25]1[C@@H:24]([C:22]2[CH:21]=[CH:20][C:17]3[C:18]4[N:12]([CH:11]=[C:10]([C:9]5[N:5]([CH:2]([CH3:4])[CH3:3])[N:6]=[CH:7][N:8]=5)[N:19]=4)[CH2:13][CH2:14][O:15][C:16]=3[CH:23]=2)[CH2:29][CH2:28][N:27]([CH2:34][C:33]([N:32]([CH3:37])[CH3:31])=[O:36])[CH2:26]1. The yield is 0.570. (7) The reactants are [Cl:1][CH2:2][CH2:3][CH2:4][C:5]([C:7]1[C:15]2[C:10](=[CH:11][CH:12]=[C:13]([C:16]#[N:17])[CH:14]=2)[NH:9][CH:8]=1)=O.[BH4-].[Na+].O. The catalyst is C1COCC1. The product is [Cl:1][CH2:2][CH2:3][CH2:4][CH2:5][C:7]1[C:15]2[C:10](=[CH:11][CH:12]=[C:13]([C:16]#[N:17])[CH:14]=2)[NH:9][CH:8]=1. The yield is 0.700.